Dataset: Forward reaction prediction with 1.9M reactions from USPTO patents (1976-2016). Task: Predict the product of the given reaction. The product is: [F:1][C:2]1[CH:3]=[C:4]([CH:27]=[C:28]([N:30]2[CH2:35][CH2:34][CH:33]([CH3:36])[CH2:32][CH2:31]2)[CH:29]=1)[C:5]([NH:7][C:8]1[C:17]2[C:12](=[CH:13][CH:14]=[CH:15][CH:16]=2)[C:11]([O:18][C:19]2[CH:24]=[CH:23][N:22]=[C:21]([N:37]3[CH2:42][CH2:41][O:40][CH2:39][CH2:38]3)[N:20]=2)=[CH:10][CH:9]=1)=[O:6]. Given the reactants [F:1][C:2]1[CH:3]=[C:4]([CH:27]=[C:28]([N:30]2[CH2:35][CH2:34][CH:33]([CH3:36])[CH2:32][CH2:31]2)[CH:29]=1)[C:5]([NH:7][C:8]1[C:17]2[C:12](=[CH:13][CH:14]=[CH:15][CH:16]=2)[C:11]([O:18][C:19]2[CH:24]=[CH:23][N:22]=[C:21](SC)[N:20]=2)=[CH:10][CH:9]=1)=[O:6].[NH:37]1[CH2:42][CH2:41][O:40][CH2:39][CH2:38]1, predict the reaction product.